Dataset: Catalyst prediction with 721,799 reactions and 888 catalyst types from USPTO. Task: Predict which catalyst facilitates the given reaction. (1) Reactant: [NH2:1][CH2:2][C@H:3]([C:5]1[CH:10]=[CH:9][CH:8]=[C:7]([O:11][CH:12]([CH3:22])[CH2:13][O:14][CH2:15][C:16]2[CH:21]=[CH:20][CH:19]=[CH:18][CH:17]=2)[CH:6]=1)[OH:4].C(=O)([O-])[O-].[K+].[K+].[C:29](OC)([CH3:32])([CH3:31])[CH3:30].[ClH:35]. Product: [ClH:35].[CH2:15]([O:14][CH2:13][CH:12]([O:11][C:7]1[CH:6]=[C:5]([C@H:3]([OH:4])[CH2:2][N:1]([CH2:3][C:5]2[CH:10]=[CH:9][CH:8]=[CH:7][CH:6]=2)[CH2:30][C:29]2[CH:32]=[CH:22][CH:12]=[CH:13][CH:31]=2)[CH:10]=[CH:9][CH:8]=1)[CH3:22])[C:16]1[CH:17]=[CH:18][CH:19]=[CH:20][CH:21]=1. The catalyst class is: 8. (2) Reactant: C(OC(=O)[NH:7][C@H:8]([C:10]1[NH:11][C:12]([C:15]([F:18])([F:17])[F:16])=[CH:13][N:14]=1)[CH3:9])(C)(C)C.[ClH:20]. Product: [ClH:20].[F:18][C:15]([F:16])([F:17])[C:12]1[NH:11][C:10]([C@@H:8]([NH2:7])[CH3:9])=[N:14][CH:13]=1. The catalyst class is: 12.